From a dataset of Reaction yield outcomes from USPTO patents with 853,638 reactions. Predict the reaction yield, written as a fraction of the theoretical maximum amount of product (1.0 means a 100% yield; for example, 0.34 means a 34% yield). (1) The reactants are [NH2:1][C:2]1[CH:11]=[CH:10][C:5]([C:6]([O:8][CH3:9])=[O:7])=[C:4]([CH3:12])[C:3]=1[N+:13]([O-])=O.C([O-])=O.[NH4+]. The catalyst is O1CCCC1.O.[Fe]. The product is [NH2:13][C:3]1[C:4]([CH3:12])=[C:5]([CH:10]=[CH:11][C:2]=1[NH2:1])[C:6]([O:8][CH3:9])=[O:7]. The yield is 0.980. (2) The reactants are [CH2:1]([O:8][C:9]1[C:18]([CH:19]=[O:20])=[C:17]2[C:12]([C:13](=[O:32])[C:14]([CH3:31])=[C:15]([CH:21]3[CH2:26][CH2:25][N:24]([C:27](=[O:30])[CH2:28][CH3:29])[CH2:23][CH2:22]3)[O:16]2)=[CH:11][CH:10]=1)[C:2]1[CH:7]=[CH:6][CH:5]=[CH:4][CH:3]=1.[CH:33]1([Mg]Br)[CH2:35][CH2:34]1.Cl.O. The catalyst is O1CCCC1. The product is [CH2:1]([O:8][C:9]1[C:18]([CH:19]([CH:33]2[CH2:35][CH2:34]2)[OH:20])=[C:17]2[C:12]([C:13](=[O:32])[C:14]([CH3:31])=[C:15]([CH:21]3[CH2:26][CH2:25][N:24]([C:27](=[O:30])[CH2:28][CH3:29])[CH2:23][CH2:22]3)[O:16]2)=[CH:11][CH:10]=1)[C:2]1[CH:7]=[CH:6][CH:5]=[CH:4][CH:3]=1. The yield is 0.680. (3) The reactants are Br[CH2:2][CH2:3][CH2:4][CH2:5][C:6]1[CH:11]=[CH:10][C:9]([O:12][CH3:13])=[CH:8][CH:7]=1.[I-:14].[Na+]. The catalyst is CC(C)=O. The product is [I:14][CH2:2][CH2:3][CH2:4][CH2:5][C:6]1[CH:11]=[CH:10][C:9]([O:12][CH3:13])=[CH:8][CH:7]=1. The yield is 0.970. (4) The reactants are O1[C:5]2([CH2:10][CH2:9][CH:8]([N:11]3[C:16](=[O:17])[C:15]([CH2:18][C:19]4[CH:24]=[CH:23][C:22]([C:25]5[C:26]([C:31]#[N:32])=[CH:27][CH:28]=[CH:29][CH:30]=5)=[CH:21][C:20]=4[F:33])=[C:14]([CH2:34][CH2:35][CH3:36])[N:13]4[N:37]=[CH:38][N:39]=[C:12]34)[CH2:7][CH2:6]2)[O:4]CC1.Cl.O1CCCC1. The catalyst is C(OCC)(=O)C. The product is [F:33][C:20]1[CH:21]=[C:22]([C:25]2[C:26]([C:31]#[N:32])=[CH:27][CH:28]=[CH:29][CH:30]=2)[CH:23]=[CH:24][C:19]=1[CH2:18][C:15]1[C:16](=[O:17])[N:11]([C@H:8]2[CH2:9][CH2:10][C@@H:5]([OH:4])[CH2:6][CH2:7]2)[C:12]2[N:13]([N:37]=[CH:38][N:39]=2)[C:14]=1[CH2:34][CH2:35][CH3:36]. The yield is 0.0900. (5) The reactants are CN(C(ON1N=NC2C=CC=NC1=2)=[N+](C)C)C.F[P-](F)(F)(F)(F)F.[F:25][C:26]1[CH:27]=[C:28]([NH:36][C:37]([C@H:39]2[C:48]3[C:43](=[CH:44][C:45]([O:49][CH3:50])=[CH:46][CH:47]=3)[CH2:42][CH2:41][NH:40]2)=[O:38])[CH:29]=[CH:30][C:31]=1[Si:32]([CH3:35])([CH3:34])[CH3:33].CCN(C(C)C)C(C)C.[C:60]([O:64][C:65](=[O:74])[CH2:66][C@H:67]1[CH2:70][C@H:69]([C:71](O)=[O:72])[CH2:68]1)([CH3:63])([CH3:62])[CH3:61]. The catalyst is CN(C=O)C.O. The product is [F:25][C:26]1[CH:27]=[C:28]([NH:36][C:37]([C@H:39]2[C:48]3[C:43](=[CH:44][C:45]([O:49][CH3:50])=[CH:46][CH:47]=3)[CH2:42][CH2:41][N:40]2[C:71]([C@H:69]2[CH2:68][C@H:67]([CH2:66][C:65]([O:64][C:60]([CH3:63])([CH3:62])[CH3:61])=[O:74])[CH2:70]2)=[O:72])=[O:38])[CH:29]=[CH:30][C:31]=1[Si:32]([CH3:33])([CH3:35])[CH3:34]. The yield is 0.860. (6) The reactants are [C:1]([C:3]1[CH:8]=[CH:7][CH:6]=[CH:5][CH:4]=1)#[CH:2].[Li]CCCC.[Br:14][C:15]1[CH:22]=[CH:21][CH:20]=[CH:19][C:16]=1[CH:17]=[O:18]. The catalyst is C1COCC1. The product is [Br:14][C:15]1[CH:22]=[CH:21][CH:20]=[CH:19][C:16]=1[CH:17]([OH:18])[C:2]#[C:1][C:3]1[CH:8]=[CH:7][CH:6]=[CH:5][CH:4]=1. The yield is 0.700. (7) The reactants are Cl[C:2]1[N:7]=[C:6]([C:8]2[N:12]3[CH:13]=[CH:14][CH:15]=[CH:16][C:11]3=[N:10][CH:9]=2)[C:5]([Cl:17])=[CH:4][N:3]=1.[NH2:18][C:19]1[CH:28]=[CH:27][C:22]([C:23]([O:25][CH3:26])=[O:24])=[CH:21][C:20]=1[O:29][CH3:30].C1(C)C=CC(S(O)(=O)=O)=CC=1. The catalyst is CC(O)CCC. The product is [Cl:17][C:5]1[C:6]([C:8]2[N:12]3[CH:13]=[CH:14][CH:15]=[CH:16][C:11]3=[N:10][CH:9]=2)=[N:7][C:2]([NH:18][C:19]2[CH:28]=[CH:27][C:22]([C:23]([O:25][CH3:26])=[O:24])=[CH:21][C:20]=2[O:29][CH3:30])=[N:3][CH:4]=1. The yield is 0.440.